Dataset: Peptide-MHC class I binding affinity with 185,985 pairs from IEDB/IMGT. Task: Regression. Given a peptide amino acid sequence and an MHC pseudo amino acid sequence, predict their binding affinity value. This is MHC class I binding data. (1) The peptide sequence is YIYKSGKLVK. The MHC is HLA-A68:01 with pseudo-sequence HLA-A68:01. The binding affinity (normalized) is 0.419. (2) The peptide sequence is CADGTRHTY. The MHC is HLA-A24:02 with pseudo-sequence HLA-A24:02. The binding affinity (normalized) is 0.0261.